Dataset: Full USPTO retrosynthesis dataset with 1.9M reactions from patents (1976-2016). Task: Predict the reactants needed to synthesize the given product. (1) Given the product [Cl:1][C:2]1[N:7]=[CH:6][N:5]=[C:4]2[C:3]=1[N:18]=[C:25]([C:24]1[CH:27]=[CH:28][C:21]([O:20][CH3:19])=[CH:22][CH:23]=1)[N:8]2[CH2:9][CH2:10][CH2:11][N:12]1[CH2:17][CH2:16][CH2:15][CH2:14][CH2:13]1, predict the reactants needed to synthesize it. The reactants are: [Cl:1][C:2]1[N:7]=[CH:6][N:5]=[C:4]([NH:8][CH2:9][CH2:10][CH2:11][N:12]2[CH2:17][CH2:16][CH2:15][CH2:14][CH2:13]2)[C:3]=1[NH2:18].[CH3:19][O:20][C:21]1[CH:28]=[CH:27][C:24]([CH:25]=O)=[CH:23][CH:22]=1. (2) Given the product [NH2:12][C:11]([NH:23][C:24]1[CH:29]=[C:28]([CH2:30][CH2:31][CH2:32][NH:33][C:34](=[O:35])[O:36][C:37]([CH3:39])([CH3:38])[CH3:40])[CH:27]=[N:26][C:25]=1[CH3:41])=[NH:10], predict the reactants needed to synthesize it. The reactants are: C(OC(=O)[NH:10]/[C:11](/[NH:23][C:24]1[C:25]([CH3:41])=[N:26][CH:27]=[C:28]([CH2:30][CH2:31][CH2:32][NH:33][C:34]([O:36][C:37]([CH3:40])([CH3:39])[CH3:38])=[O:35])[CH:29]=1)=[N:12]\C(=O)OCC1C=CC=CC=1)C1C=CC=CC=1. (3) Given the product [O:15]1[C:14]2[CH:13]=[CH:12][CH:11]=[C:10]([C:7]([CH3:9])([CH3:8])[CH2:6][C:5]([OH:23])([C:19]([F:22])([F:21])[F:20])[CH2:4][OH:3])[C:18]=2[O:17][CH2:16]1, predict the reactants needed to synthesize it. The reactants are: C([O:3][C:4](=O)[C:5]([OH:23])([C:19]([F:22])([F:21])[F:20])[CH2:6][C:7]([C:10]1[C:18]2[O:17][CH2:16][O:15][C:14]=2[CH:13]=[CH:12][CH:11]=1)([CH3:9])[CH3:8])C.[H-].[Al+3].[Li+].[H-].[H-].[H-].C(=O)(O)[O-]. (4) Given the product [NH2:2][CH2:3][C:4]1[CH:9]=[CH:8][C:7]([C:60]2[CH2:59][C@@H:47]3[N:46]([CH:61]=2)[C:45](=[O:69])[C:44]2[CH:70]=[C:71]([O:72][CH3:73])[C:41]([O:40][CH2:39][CH2:38][CH2:37][O:36][C:34]4[C:33]([O:74][CH3:75])=[CH:32][C:27]5[C:28](=[O:31])[N:29]6[CH:30]=[C:21]([C:18]7[CH:17]=[CH:16][C:15]([O:14][CH3:13])=[CH:20][CH:19]=7)[CH2:22][C@H:23]6[C:24](=[O:84])[N:25]([CH2:76][O:77][CH2:78][CH2:79][Si:80]([CH3:81])([CH3:83])[CH3:82])[C:26]=5[CH:35]=4)=[CH:42][C:43]=2[N:49]([CH2:50][O:51][CH2:52][CH2:53][Si:54]([CH3:55])([CH3:56])[CH3:57])[C:48]3=[O:58])=[CH:6][CH:5]=1, predict the reactants needed to synthesize it. The reactants are: Cl.[NH2:2][CH2:3][C:4]1[CH:9]=[CH:8][C:7](B(O)O)=[CH:6][CH:5]=1.[CH3:13][O:14][C:15]1[CH:20]=[CH:19][C:18]([C:21]2[CH2:22][C@@H:23]3[N:29]([CH:30]=2)[C:28](=[O:31])[C:27]2[CH:32]=[C:33]([O:74][CH3:75])[C:34]([O:36][CH2:37][CH2:38][CH2:39][O:40][C:41]4[C:71]([O:72][CH3:73])=[CH:70][C:44]5[C:45](=[O:69])[N:46]6[CH:61]=[C:60](S(C(F)(F)F)(=O)=O)[CH2:59][C@H:47]6[C:48](=[O:58])[N:49]([CH2:50][O:51][CH2:52][CH2:53][Si:54]([CH3:57])([CH3:56])[CH3:55])[C:43]=5[CH:42]=4)=[CH:35][C:26]=2[N:25]([CH2:76][O:77][CH2:78][CH2:79][Si:80]([CH3:83])([CH3:82])[CH3:81])[C:24]3=[O:84])=[CH:17][CH:16]=1.C(=O)([O-])[O-].[Na+].[Na+]. (5) Given the product [CH2:1]([O:8][C:9]1[C:10]([F:27])=[C:11]([F:26])[C:12]([NH:18][C:19]2[CH:24]=[CH:23][CH:22]=[CH:21][C:20]=2[F:25])=[C:13]([CH:17]=1)[C:14]([O:16][CH2:34][C:31]1[CH:32]=[CH:33][CH:28]=[CH:29][CH:30]=1)=[O:15])[C:2]1[CH:3]=[CH:4][CH:5]=[CH:6][CH:7]=1, predict the reactants needed to synthesize it. The reactants are: [CH2:1]([O:8][C:9]1[C:10]([F:27])=[C:11]([F:26])[C:12]([NH:18][C:19]2[CH:24]=[CH:23][CH:22]=[CH:21][C:20]=2[F:25])=[C:13]([CH:17]=1)[C:14]([OH:16])=[O:15])[C:2]1[CH:7]=[CH:6][CH:5]=[CH:4][CH:3]=1.[CH:28]1[CH:33]=[CH:32][C:31]([CH2:34]Br)=[CH:30][CH:29]=1.C(Cl)C1C=CC=CC=1.C([O-])([O-])=O.[Na+].[Na+].C([O-])([O-])=O.[K+].[K+].C([O-])(O)=O.[Na+].CC([O-])(C)C.[K+].C(O[Na])(C)(C)C.S1(CCCC1)(=O)=O.